Dataset: Catalyst prediction with 721,799 reactions and 888 catalyst types from USPTO. Task: Predict which catalyst facilitates the given reaction. (1) Reactant: [Cl:1][C:2]1[CH:3]=[C:4]([CH:20]=[CH:21][CH:22]=1)[C:5]([C@@H:7]1[CH2:12][CH2:11][CH2:10][N:9]([C:13]([O:15][C:16]([CH3:19])([CH3:18])[CH3:17])=[O:14])[CH2:8]1)=[O:6].[BH4-].[Na+]. The catalyst class is: 8. Product: [Cl:1][C:2]1[CH:3]=[C:4]([CH:5]([OH:6])[C@@H:7]2[CH2:12][CH2:11][CH2:10][N:9]([C:13]([O:15][C:16]([CH3:18])([CH3:17])[CH3:19])=[O:14])[CH2:8]2)[CH:20]=[CH:21][CH:22]=1. (2) Reactant: [O:1]=[C:2]1[NH:7][C:6](=[O:8])[CH:5]=[C:4]([O:9][CH2:10][CH2:11][CH3:12])[N:3]1[CH2:13][C:14]1[CH:19]=[CH:18][C:17]([C:20]2[C:21]([C:26]#[N:27])=[CH:22][CH:23]=[CH:24][CH:25]=2)=[CH:16][C:15]=1[F:28].Br[CH2:30][C:31]([C:33]1[CH:38]=[CH:37][C:36]([O:39][CH3:40])=[CH:35][CH:34]=1)=[O:32].CN(C)C=O.[H-].[Na+]. Product: [F:28][C:15]1[CH:16]=[C:17]([C:20]2[C:21]([C:26]#[N:27])=[CH:22][CH:23]=[CH:24][CH:25]=2)[CH:18]=[CH:19][C:14]=1[CH2:13][N:3]1[C:4]([O:9][CH2:10][CH2:11][CH3:12])=[CH:5][C:6](=[O:8])[N:7]([CH2:30][C:31]([C:33]2[CH:38]=[CH:37][C:36]([O:39][CH3:40])=[CH:35][CH:34]=2)=[O:32])[C:2]1=[O:1]. The catalyst class is: 13. (3) The catalyst class is: 12. Reactant: [NH:1]1[C:9]2[C:4](=[CH:5][CH:6]=[CH:7][N:8]=2)[C:3]([C:10]([OH:12])=O)=[CH:2]1.C1C=NC2N(O)N=NC=2C=1.Cl.[CH3:24][NH:25][O:26][CH3:27].C(Cl)CCl.CCN(C(C)C)C(C)C.[Cl-].[NH4+]. Product: [CH3:27][O:26][N:25]([CH3:24])[C:10]([C:3]1[C:4]2[C:9](=[N:8][CH:7]=[CH:6][CH:5]=2)[NH:1][CH:2]=1)=[O:12]. (4) Reactant: [C:1]1([C:7]2[S:8][CH:9]=[C:10]([C:12]([C:14]3[CH:19]=[C:18]([O:20][CH3:21])[C:17]([O:22][CH3:23])=[C:16]([O:24][CH3:25])[CH:15]=3)=O)[N:11]=2)[CH:6]=[CH:5][CH:4]=[CH:3][CH:2]=1.Cl.[NH2:27][OH:28].[OH-].[Na+]. Product: [C:1]1([C:7]2[S:8][CH:9]=[C:10](/[C:12](/[C:14]3[CH:19]=[C:18]([O:20][CH3:21])[C:17]([O:22][CH3:23])=[C:16]([O:24][CH3:25])[CH:15]=3)=[N:27]\[OH:28])[N:11]=2)[CH:6]=[CH:5][CH:4]=[CH:3][CH:2]=1. The catalyst class is: 8. (5) Reactant: C(N1C=CN=C1)(N1C=CN=C1)=O.[CH2:13]([O:20][C:21]([NH:23][CH:24]1[CH2:29][CH2:28][CH:27]([N:30]2[C:34]([CH3:35])=[C:33]([C:36](O)=[O:37])[CH:32]=[N:31]2)[CH2:26][CH2:25]1)=[O:22])[C:14]1[CH:19]=[CH:18][CH:17]=[CH:16][CH:15]=1.[CH2:39]([O:41][C:42](=[O:47])[CH2:43]C([O-])=O)[CH3:40].[CH2:39]([O:41][C:42](=[O:47])[CH2:43]C([O-])=O)[CH3:40].[Mg+2]. Product: [CH2:39]([O:41][C:42](=[O:47])[CH2:43][C:36]([C:33]1[CH:32]=[N:31][N:30]([CH:27]2[CH2:26][CH2:25][CH:24]([NH:23][C:21]([O:20][CH2:13][C:14]3[CH:19]=[CH:18][CH:17]=[CH:16][CH:15]=3)=[O:22])[CH2:29][CH2:28]2)[C:34]=1[CH3:35])=[O:37])[CH3:40]. The catalyst class is: 1. (6) Reactant: [Cl:1][C:2]1[CH:7]=[C:6]([O:8][C:9]2[CH:14]=[CH:13][C:12]([N:15]=[C:16]=[O:17])=[CH:11][CH:10]=2)[N:5]=[CH:4][N:3]=1.[CH3:18][N:19]1[CH2:24][CH2:23][CH:22]([O:25][C:26]2[CH:31]=[CH:30][C:29]([NH2:32])=[CH:28][C:27]=2[C:33]([F:36])([F:35])[F:34])[CH2:21][CH2:20]1. Product: [Cl:1][C:2]1[N:3]=[CH:4][N:5]=[C:6]([O:8][C:9]2[CH:10]=[CH:11][C:12]([NH:15][C:16]([NH:32][C:29]3[CH:30]=[CH:31][C:26]([O:25][CH:22]4[CH2:21][CH2:20][N:19]([CH3:18])[CH2:24][CH2:23]4)=[C:27]([C:33]([F:36])([F:34])[F:35])[CH:28]=3)=[O:17])=[CH:13][CH:14]=2)[CH:7]=1. The catalyst class is: 1. (7) Reactant: [CH3:1][O:2][C:3]1[CH:8]=[CH:7][N:6]=[C:5]([CH2:9][O:10][C:11]2[NH:15][N:14]=[C:13]([NH2:16])[CH:12]=2)[CH:4]=1.Cl[C:18]1[CH:23]=[CH:22][N:21]=[C:20]([NH:24][CH2:25][C:26]2[O:30][N:29]=[C:28]([CH3:31])[CH:27]=2)[N:19]=1. Product: [CH3:1][O:2][C:3]1[CH:8]=[CH:7][N:6]=[C:5]([CH2:9][O:10][C:11]2[NH:15][N:14]=[C:13]([NH:16][C:18]3[CH:23]=[CH:22][N:21]=[C:20]([NH:24][CH2:25][C:26]4[O:30][N:29]=[C:28]([CH3:31])[CH:27]=4)[N:19]=3)[CH:12]=2)[CH:4]=1. The catalyst class is: 8. (8) Reactant: [CH3:1][O:2][C:3](=[O:6])[CH2:4][SH:5].C(#N)C.[Br:10][C:11]1[CH:18]=[CH:17][C:14]([CH:15]=O)=[C:13](F)[CH:12]=1.C(OCC)(=O)C. Product: [CH3:1][O:2][C:3]([C:4]1[S:5][C:13]2[CH:12]=[C:11]([Br:10])[CH:18]=[CH:17][C:14]=2[CH:15]=1)=[O:6]. The catalyst class is: 81. (9) Reactant: [F:1][C:2]1([F:23])[CH2:7][CH2:6][CH:5]([CH2:8][CH:9]2[CH2:14][CH:13]([C:15]([O:17]C)=[O:16])[CH2:12][CH2:11][N:10]2[C:19]([O:21][CH3:22])=[O:20])[CH2:4][CH2:3]1.[Br-].[Li+].CCN(CC)CC.CC(OC)(C)C. Product: [F:23][C:2]1([F:1])[CH2:3][CH2:4][CH:5]([CH2:8][CH:9]2[CH2:14][CH:13]([C:15]([OH:17])=[O:16])[CH2:12][CH2:11][N:10]2[C:19]([O:21][CH3:22])=[O:20])[CH2:6][CH2:7]1. The catalyst class is: 47.